From a dataset of Forward reaction prediction with 1.9M reactions from USPTO patents (1976-2016). Predict the product of the given reaction. (1) Given the reactants [Cl:1][C:2]1[N:11]=[C:10]([NH:12][CH2:13][CH2:14][CH3:15])[C:9]2[C:4](=[CH:5][CH:6]=[CH:7][CH:8]=2)[N:3]=1.[CH3:16][C:17]1[CH:21]=[C:20]([CH3:22])[NH:19][N:18]=1, predict the reaction product. The product is: [ClH:1].[CH3:16][C:17]1[CH:21]=[C:20]([CH3:22])[N:19]([C:2]2[N:11]=[C:10]([NH:12][CH2:13][CH2:14][CH3:15])[C:9]3[C:4](=[CH:5][CH:6]=[CH:7][CH:8]=3)[N:3]=2)[N:18]=1. (2) The product is: [CH2:1]([N:3]1[C:15]([CH:34]=[O:35])=[C:14]2[C:5]([C:6](=[O:16])[NH:7][C:8]3[CH:9]=[CH:10][CH:11]=[CH:12][C:13]=32)=[N:4]1)[CH3:2]. Given the reactants [CH2:1]([N:3]1[CH:15]=[C:14]2[C:5]([C:6](=[O:16])[NH:7][C:8]3[CH:9]=[CH:10][CH:11]=[CH:12][C:13]=32)=[N:4]1)[CH3:2].CN(CCN(C)C)C.C([Li])CCC.Cl.CN([CH:34]=[O:35])C, predict the reaction product.